The task is: Predict the reaction yield, written as a fraction of the theoretical maximum amount of product (1.0 means a 100% yield; for example, 0.34 means a 34% yield).. This data is from Reaction yield outcomes from USPTO patents with 853,638 reactions. (1) The reactants are [Br:1][C:2]1[N:7]=[C:6]([NH:8][CH2:9][C:10]2[CH:11]=[C:12]3[C:17](=[CH:18][CH:19]=2)[N:16]=[CH:15][CH:14]=[CH:13]3)[C:5]([NH2:20])=[N:4][CH:3]=1.[N:21]([O-])=O.[Na+]. The catalyst is C(O)(=O)C.O. The product is [Br:1][C:2]1[N:7]=[C:6]2[N:8]([CH2:9][C:10]3[CH:11]=[C:12]4[C:17](=[CH:18][CH:19]=3)[N:16]=[CH:15][CH:14]=[CH:13]4)[N:21]=[N:20][C:5]2=[N:4][CH:3]=1. The yield is 0.470. (2) The reactants are [ClH:1].[CH2:2]([C:6]1[N:10]([C:11]2[CH:16]=[CH:15][CH:14]=[CH:13][CH:12]=2)[N:9]=[C:8]([CH2:17][NH:18][C:19]([CH:21]2[CH:26]3[CH:22]2[CH2:23][N:24](C(OC(C)(C)C)=O)[CH2:25]3)=[O:20])[CH:7]=1)[CH:3]([CH3:5])[CH3:4].CCCCCC.C(OCC)(=O)C. The catalyst is CO. The product is [ClH:1].[CH2:2]([C:6]1[N:10]([C:11]2[CH:16]=[CH:15][CH:14]=[CH:13][CH:12]=2)[N:9]=[C:8]([CH2:17][NH:18][C:19]([CH:21]2[CH:26]3[CH:22]2[CH2:23][NH:24][CH2:25]3)=[O:20])[CH:7]=1)[CH:3]([CH3:5])[CH3:4]. The yield is 1.00.